This data is from Catalyst prediction with 721,799 reactions and 888 catalyst types from USPTO. The task is: Predict which catalyst facilitates the given reaction. (1) Reactant: [Cl:1][C:2]1[CH:3]=[CH:4][C:5]([C:8]#[N:9])=[N:6][CH:7]=1.Cl. Product: [Cl:1][C:2]1[CH:3]=[CH:4][C:5]([CH2:8][NH2:9])=[N:6][CH:7]=1. The catalyst class is: 29. (2) Reactant: Br[C:2]1[CH:3]=[C:4]([C:20]([F:23])([F:22])[F:21])[C:5]([O:8][CH2:9][CH2:10][N:11]([CH3:19])[C:12](=[O:18])[O:13][C:14]([CH3:17])([CH3:16])[CH3:15])=[N:6][CH:7]=1.[B:24]1([B:24]2[O:28][C:27]([CH3:30])([CH3:29])[C:26]([CH3:32])([CH3:31])[O:25]2)[O:28][C:27]([CH3:30])([CH3:29])[C:26]([CH3:32])([CH3:31])[O:25]1.C([O-])(=O)C.[K+]. Product: [CH3:19][N:11]([CH2:10][CH2:9][O:8][C:5]1[C:4]([C:20]([F:23])([F:22])[F:21])=[CH:3][C:2]([B:24]2[O:28][C:27]([CH3:30])([CH3:29])[C:26]([CH3:32])([CH3:31])[O:25]2)=[CH:7][N:6]=1)[C:12](=[O:18])[O:13][C:14]([CH3:17])([CH3:16])[CH3:15]. The catalyst class is: 75. (3) Reactant: [Cl:1][C:2]1[CH:7]=[CH:6][C:5]([CH:8]2[C:12]3[N:13]([CH:22]([CH3:24])[CH3:23])[C:14]([CH:16]4[CH2:21][CH2:20][NH:19][CH2:18][CH2:17]4)=[N:15][C:11]=3[C:10](=[O:25])[N:9]2[C:26]2[CH:27]=[C:28]([CH3:36])[C:29]3[N:30]([C:32]([CH3:35])=[N:33][N:34]=3)[CH:31]=2)=[CH:4][CH:3]=1.C(O[BH-](OC(=O)C)OC(=O)C)(=O)C.[Na+].CC(O)=O.[CH3:55][C:56]([CH:59]=O)([CH3:58])[CH3:57]. Product: [Cl:1][C:2]1[CH:7]=[CH:6][C:5]([CH:8]2[C:12]3[N:13]([CH:22]([CH3:24])[CH3:23])[C:14]([CH:16]4[CH2:21][CH2:20][N:19]([CH2:55][C:56]([CH3:59])([CH3:58])[CH3:57])[CH2:18][CH2:17]4)=[N:15][C:11]=3[C:10](=[O:25])[N:9]2[C:26]2[CH:27]=[C:28]([CH3:36])[C:29]3[N:30]([C:32]([CH3:35])=[N:33][N:34]=3)[CH:31]=2)=[CH:4][CH:3]=1. The catalyst class is: 326. (4) Reactant: [ClH:1].C([S:5][CH:6]1[CH2:11][CH2:10][N:9]([CH:12]([C:18]2[CH:23]=[CH:22][CH:21]=[CH:20][C:19]=2[F:24])[C:13]([CH:15]2[CH2:17][CH2:16]2)=[O:14])[CH2:8]/[C:7]/1=[CH:25]\[C:26]1[N:30]([CH2:31][CH2:32][CH2:33][C:34]([O:36][CH2:37][CH3:38])=[O:35])[N:29]=[N:28][N:27]=1)(=O)C. Product: [ClH:1].[CH:15]1([C:13](=[O:14])[CH:12]([N:9]2[CH2:10][CH2:11][CH:6]([SH:5])/[C:7](=[CH:25]/[C:26]3[N:30]([CH2:31][CH2:32][CH2:33][C:34]([O:36][CH2:37][CH3:38])=[O:35])[N:29]=[N:28][N:27]=3)/[CH2:8]2)[C:18]2[CH:23]=[CH:22][CH:21]=[CH:20][C:19]=2[F:24])[CH2:16][CH2:17]1. The catalyst class is: 8. (5) Reactant: [Cl:1][C:2]1[C:7]([Cl:8])=[CH:6][CH:5]=[CH:4][C:3]=1[S:9]([N:12]1[C:20]2[C:15](=[CH:16][CH:17]=[CH:18][CH:19]=2)[C:14](/[CH:21]=[C:22]2\[O:23][C:24]3[C:31]([CH2:32][N:33]4[CH2:38][CH2:37][N:36](C(OC(C)(C)C)=O)[CH2:35][CH2:34]4)=[C:30]([OH:46])[CH:29]=[CH:28][C:25]=3[C:26]\2=[O:27])=[CH:13]1)(=[O:11])=[O:10].FC(F)(F)C(O)=O. Product: [ClH:1].[ClH:1].[Cl:1][C:2]1[C:7]([Cl:8])=[CH:6][CH:5]=[CH:4][C:3]=1[S:9]([N:12]1[C:20]2[C:15](=[CH:16][CH:17]=[CH:18][CH:19]=2)[C:14](/[CH:21]=[C:22]2\[O:23][C:24]3[C:31]([CH2:32][N:33]4[CH2:38][CH2:37][NH:36][CH2:35][CH2:34]4)=[C:30]([OH:46])[CH:29]=[CH:28][C:25]=3[C:26]\2=[O:27])=[CH:13]1)(=[O:10])=[O:11]. The catalyst class is: 2. (6) Reactant: [C:1]1([CH3:17])[CH:6]=[CH:5][C:4]([C:7]2[CH:16]=[CH:15][CH:14]=[CH:13][C:8]=2[C:9]([O:11][CH3:12])=[O:10])=[CH:3][CH:2]=1.[Br:18]N1C(=O)CCC1=O.N(C(C)(C)C#N)=NC(C)(C)C#N. Product: [Br:18][CH2:17][C:1]1[CH:2]=[CH:3][C:4]([C:7]2[CH:16]=[CH:15][CH:14]=[CH:13][C:8]=2[C:9]([O:11][CH3:12])=[O:10])=[CH:5][CH:6]=1. The catalyst class is: 53. (7) Reactant: [Cl:1][C:2]1[CH:3]=[C:4]([CH2:9][S:10](Cl)(=[O:12])=[O:11])[CH:5]=[N:6][C:7]=1[Cl:8].[NH2:14][C:15]1[CH:16]=[N:17][CH:18]=[C:19]([Cl:22])[C:20]=1[OH:21]. Product: [Cl:22][C:19]1[C:20]([OH:21])=[C:15]([NH:14][S:10]([CH2:9][C:4]2[CH:5]=[N:6][C:7]([Cl:8])=[C:2]([Cl:1])[CH:3]=2)(=[O:12])=[O:11])[CH:16]=[N:17][CH:18]=1. The catalyst class is: 17. (8) Reactant: F[C:2]1[CH:7]=[CH:6][C:5]([C:8]2[CH:9]=[N:10][N:11]([CH3:13])[CH:12]=2)=[CH:4][C:3]=1[N+:14]([O-:16])=[O:15].[NH2:17][C:18]1[CH:19]=[C:20]([NH:25][C:26](=[O:28])[CH3:27])[CH:21]=[C:22]([Br:24])[CH:23]=1.[F-].[K+]. Product: [Br:24][C:22]1[CH:21]=[C:20]([NH:25][C:26](=[O:28])[CH3:27])[CH:19]=[C:18]([NH:17][C:2]2[CH:7]=[CH:6][C:5]([C:8]3[CH:9]=[N:10][N:11]([CH3:13])[CH:12]=3)=[CH:4][C:3]=2[N+:14]([O-:16])=[O:15])[CH:23]=1. The catalyst class is: 3. (9) Reactant: C([O:4][CH2:5][C@@H:6]1[CH2:11][CH2:10][C@H:9]([C:12]2[N:16]3[CH:17]=[CH:18][N:19]=[C:20]([NH:21][CH2:22][C:23]4[CH:28]=[CH:27][C:26]([O:29][CH3:30])=[CH:25][C:24]=4[O:31][CH3:32])[C:15]3=[C:14]([C:33]3[CH:38]=[CH:37][C:36]([C:39](=[O:51])[NH:40][C:41]4[CH:46]=[C:45]([C:47]([F:50])([F:49])[F:48])[CH:44]=[CH:43][N:42]=4)=[CH:35][CH:34]=3)[N:13]=2)[CH2:8][NH:7]1)(=O)C.C[O-].[Na+].[NH4+].[Cl-]. Product: [CH3:32][O:31][C:24]1[CH:25]=[C:26]([O:29][CH3:30])[CH:27]=[CH:28][C:23]=1[CH2:22][NH:21][C:20]1[C:15]2[N:16]([C:12]([C@H:9]3[CH2:10][CH2:11][C@@H:6]([CH2:5][OH:4])[NH:7][CH2:8]3)=[N:13][C:14]=2[C:33]2[CH:34]=[CH:35][C:36]([C:39]([NH:40][C:41]3[CH:46]=[C:45]([C:47]([F:49])([F:50])[F:48])[CH:44]=[CH:43][N:42]=3)=[O:51])=[CH:37][CH:38]=2)[CH:17]=[CH:18][N:19]=1. The catalyst class is: 5.